This data is from Forward reaction prediction with 1.9M reactions from USPTO patents (1976-2016). The task is: Predict the product of the given reaction. (1) Given the reactants [CH3:1][C:2]1[C:7](=[O:8])[NH:6][C:5](=[O:9])[N:4]2[CH:10]=[C:11]([C:13]([OH:15])=O)[S:12][C:3]=12.O.ON1C2C=CC=CC=2N=N1.Cl.CN(C)CCCN=C=NCC.[CH3:39][O:40][C:41]1[CH:48]=[CH:47][C:44]([CH2:45][NH2:46])=[CH:43][CH:42]=1, predict the reaction product. The product is: [CH3:39][O:40][C:41]1[CH:48]=[CH:47][C:44]([CH2:45][NH:46][C:13]([C:11]2[S:12][C:3]3[N:4]([C:5](=[O:9])[NH:6][C:7](=[O:8])[C:2]=3[CH3:1])[CH:10]=2)=[O:15])=[CH:43][CH:42]=1. (2) The product is: [Br:1][C:2]1[CH:17]=[C:6]([NH:7][CH2:8][C:9]2[CH:14]=[CH:13][C:12]([O:15][CH3:16])=[CH:11][CH:10]=2)[C:5]([NH2:18])=[CH:4][CH:3]=1. Given the reactants [Br:1][C:2]1[CH:3]=[CH:4][C:5]([N+:18]([O-])=O)=[C:6]([CH:17]=1)[NH:7][CH2:8][C:9]1[CH:14]=[CH:13][C:12]([O:15][CH3:16])=[CH:11][CH:10]=1.[Cl-].[NH4+], predict the reaction product. (3) Given the reactants [NH2:1][C:2]1[C:7]([C:8]#[N:9])=[C:6]([C:10]2[CH:15]=[CH:14][C:13]([Cl:16])=[C:12]([Cl:17])[CH:11]=2)[C:5]([C:18]#[N:19])=[C:4]([O:20][CH3:21])[N:3]=1.[C:22](OC(=O)C)(=[O:24])[CH3:23].O.CCOC(C)=O, predict the reaction product. The product is: [C:8]([C:7]1[C:2]([NH:1][C:22](=[O:24])[CH3:23])=[N:3][C:4]([O:20][CH3:21])=[C:5]([C:18]#[N:19])[C:6]=1[C:10]1[CH:15]=[CH:14][C:13]([Cl:16])=[C:12]([Cl:17])[CH:11]=1)#[N:9]. (4) Given the reactants C(O[C:6]([N:8]([C@H:10]1[CH2:14][CH2:13][N:12]([S:15]([C:18]2[C:19]3[C:20]([Cl:31])=[CH:21][N:22]=[C:23]([O:28][CH2:29][CH3:30])[C:24]=3[CH:25]=[CH:26][CH:27]=2)(=[O:17])=[O:16])[CH2:11]1)C)=O)(C)(C)C.[F:32][C:33]([F:38])([F:37])[C:34]([OH:36])=[O:35], predict the reaction product. The product is: [CH3:6][NH:8][C@H:10]1[CH2:14][CH2:13][N:12]([S:15]([C:18]2[C:19]3[C:20]([Cl:31])=[CH:21][N:22]=[C:23]([O:28][CH2:29][CH3:30])[C:24]=3[CH:25]=[CH:26][CH:27]=2)(=[O:16])=[O:17])[CH2:11]1.[F:32][C:33]([F:38])([F:37])[C:34]([O-:36])=[O:35]. (5) The product is: [NH2:7][CH:8]1[CH2:13][CH2:12][CH2:11][N:10]([C:14]([C:16]2[CH:21]=[C:20]([C:22]3[CH:23]=[CH:24][C:25]([OH:28])=[CH:26][CH:27]=3)[N:19]=[C:18]3[NH:29][N:30]=[CH:31][C:17]=23)=[O:15])[CH2:9]1. Given the reactants C(OC(=O)[NH:7][CH:8]1[CH2:13][CH2:12][CH2:11][N:10]([C:14]([C:16]2[C:17]3[CH:31]=[N:30][N:29](C4CCCCO4)[C:18]=3[N:19]=[C:20]([C:22]3[CH:27]=[CH:26][C:25]([OH:28])=[CH:24][CH:23]=3)[CH:21]=2)=[O:15])[CH2:9]1)(C)(C)C, predict the reaction product.